From a dataset of Peptide-MHC class II binding affinity with 134,281 pairs from IEDB. Regression. Given a peptide amino acid sequence and an MHC pseudo amino acid sequence, predict their binding affinity value. This is MHC class II binding data. (1) The peptide sequence is GQLQIVDKIDAAFKI. The MHC is DRB1_1101 with pseudo-sequence DRB1_1101. The binding affinity (normalized) is 0.590. (2) The peptide sequence is LTSQFFLPALPVFTWL. The MHC is DRB1_0401 with pseudo-sequence DRB1_0401. The binding affinity (normalized) is 0.504. (3) The peptide sequence is CKTLTPLMSSKFPEL. The MHC is HLA-DPA10301-DPB10402 with pseudo-sequence HLA-DPA10301-DPB10402. The binding affinity (normalized) is 0.669. (4) The peptide sequence is DKRLAAYLMLMRSPS. The MHC is HLA-DPA10103-DPB10301 with pseudo-sequence HLA-DPA10103-DPB10301. The binding affinity (normalized) is 0.699. (5) The peptide sequence is LHKLLQTLVLKMLHS. The MHC is DRB1_0101 with pseudo-sequence DRB1_0101. The binding affinity (normalized) is 0.747. (6) The MHC is DRB1_1101 with pseudo-sequence DRB1_1101. The binding affinity (normalized) is 0.432. The peptide sequence is KISGEWYSIFLASDVK. (7) The peptide sequence is STQLIMPVPGILLTG. The MHC is DRB4_0101 with pseudo-sequence DRB4_0103. The binding affinity (normalized) is 0.575.